Dataset: Drug-target binding data from BindingDB using IC50 measurements. Task: Regression. Given a target protein amino acid sequence and a drug SMILES string, predict the binding affinity score between them. We predict pIC50 (pIC50 = -log10(IC50 in M); higher means more potent). Dataset: bindingdb_ic50. (1) The small molecule is COc1ncc(C)cc1CC[C@@](O)(CC(=O)O)C(=O)O. The target protein (Q67BT3) has sequence MDSAKTCVTKFKSFAILLFTPILMLPLVILIPDKFARCAYVIVIMAVYWCTDVIPVAVTSLLPVLLFPLLKVLDSKQVCIQYMKDTNMLFLGSLIVAVAVERWKLHKRVALRMLLFVGTKPSRLMLGFMFVTAFLSMWISNTAATAMMIPIVEAMLQQMIAANTAVEASLGTLELLDKNKTSELPGSQVVFEDPNVQEQEDEETKNMYKAMHLCVCYSASIGGTATLTGTGPNVVLLGQMQELFPDSKDVLNYASWFGFAFPNMVMMLVLAWLWLQCLYMRHNLKKTCICCGEKKRDTEKIAYKVLNEEYQKLGSLSYPECNVLFCFTLLVILWFSRDPGFMPGWLSFAWVEGNTVHITDATVAIFVAILLFIIPSQKPKFNFSSQTEEERKTPFYPPALLDWKVAQEKVPWDIVLLLGGGFAMAKGCETSGLSKWMAAQMEPLRLVKPAVITLILSCLVAMTTECTSNVATTTLFLPIFASMARSIGIHPLYVMIPCTM.... The pIC50 is 6.7. (2) The drug is O=C(O)CCCO. The target protein sequence is MRAAAAGLGPGRLHAWAARRGLGRFPARVPRAAGGRSPCPASISNSRTLRLAAAGNTFCLASTLSSGCWEPCSWPSASGPGVRRAFFPTSQGGQIQGGLDPVWLFVVIGGIMSVLGFAGCIGALRENTFLLKFFSVFLGLIFFLELAAGILAFVFKDWIRDQLNLFINNNVKAYRDDIDLQNLIDFAQEYWSCCGARGPNDWNLNIRTSTALTSNPSRERCGVPFFCWVRTLRKTSQYPCGYTSAQTELEHKIHLHQSWWPFEKWLKKPDGWPGLGAIASFKMGIAGPNPRSTSRQERPTGKLPGVMATCLAHRAVVGASKDALPHSQWQGLWDVCYDLSPRLCEHGTQEATEAGLGLNWGCTGAGLGLFTTELCVWGVHMCVCVCVCVCVRVCLCLCVRVRGMHVCALVSTPGVSTPLLVRWWPFQSFKGDGARRVGHVPASPSLLWDVSLCGLGACCLRPLHIHHDLEPAWSSPWPQCHSLEMGPRILSVSLSRLPLR.... The pIC50 is 5.2.